This data is from Forward reaction prediction with 1.9M reactions from USPTO patents (1976-2016). The task is: Predict the product of the given reaction. Given the reactants [C:1]([O:5][C:6](=[O:16])[N:7]([C@H:9]1[CH2:14][CH2:13][C@H:12]([OH:15])[CH2:11][CH2:10]1)[CH3:8])([CH3:4])([CH3:3])[CH3:2].[Br:17][CH2:18][CH2:19][CH2:20][CH2:21]Br.[OH-].[Na+], predict the reaction product. The product is: [C:1]([O:5][C:6](=[O:16])[N:7]([C@H:9]1[CH2:10][CH2:11][C@H:12]([O:15][CH2:21][CH2:20][CH2:19][CH2:18][Br:17])[CH2:13][CH2:14]1)[CH3:8])([CH3:4])([CH3:2])[CH3:3].